Dataset: Reaction yield outcomes from USPTO patents with 853,638 reactions. Task: Predict the reaction yield, written as a fraction of the theoretical maximum amount of product (1.0 means a 100% yield; for example, 0.34 means a 34% yield). The reactants are [BH4-].[Na+].[CH:3]([N:6]1[C:14](=[O:15])[C:13]2[C:8](=[CH:9][CH:10]=[C:11]([N+:16]([O-])=O)[CH:12]=2)[C:7]1=[O:19])([CH3:5])[CH3:4].O.O.[Sn](Cl)Cl.[OH-].[Na+]. The catalyst is C(O)C. The product is [NH2:16][C:11]1[CH:12]=[C:13]2[C:8](=[CH:9][CH:10]=1)[C:7](=[O:19])[N:6]([CH:3]([CH3:4])[CH3:5])[C:14]2=[O:15]. The yield is 0.490.